This data is from Catalyst prediction with 721,799 reactions and 888 catalyst types from USPTO. The task is: Predict which catalyst facilitates the given reaction. (1) Reactant: [CH3:1][C:2]([NH2:14])([C:4]1[CH:9]=[CH:8][CH:7]=[C:6]([C:10]([F:13])([F:12])[F:11])[N:5]=1)[CH3:3].[ClH:15]. Product: [ClH:15].[CH3:3][C:2]([NH2:14])([C:4]1[CH:9]=[CH:8][CH:7]=[C:6]([C:10]([F:12])([F:13])[F:11])[N:5]=1)[CH3:1]. The catalyst class is: 28. (2) Reactant: [OH:1][C:2]1[CH:7]=[CH:6][C:5]([CH:8]([C:15]2[CH:20]=[CH:19][C:18]([OH:21])=[CH:17][CH:16]=2)[C:9]2[CH:14]=[CH:13][CH:12]=[CH:11][CH:10]=2)=[CH:4][CH:3]=1.C([N:24]([CH2:27]C)CC)C.[N:29]#[C:30]Cl. Product: [O:1]([C:2]1[CH:7]=[CH:6][C:5]([CH:8]([C:15]2[CH:16]=[CH:17][C:18]([O:21][C:27]#[N:24])=[CH:19][CH:20]=2)[C:9]2[CH:14]=[CH:13][CH:12]=[CH:11][CH:10]=2)=[CH:4][CH:3]=1)[C:30]#[N:29]. The catalyst class is: 595. (3) Reactant: [Br:1][C:2]1[CH:3]=[C:4]([CH2:20][OH:21])[CH:5]=[C:6]([Br:19])[C:7]=1/[CH:8]=[CH:9]/[C:10]1[CH:15]=[CH:14][CH:13]=[C:12]([N+:16]([O-:18])=[O:17])[CH:11]=1.[H-].[Na+].Br[CH2:25][C:26]([O:28][C:29]([CH3:32])([CH3:31])[CH3:30])=[O:27].C(OCC)(=O)C. Product: [C:29]([O:28][C:26](=[O:27])[CH2:25][O:21][CH2:20][C:4]1[CH:3]=[C:2]([Br:1])[C:7](/[CH:8]=[CH:9]/[C:10]2[CH:15]=[CH:14][CH:13]=[C:12]([N+:16]([O-:18])=[O:17])[CH:11]=2)=[C:6]([Br:19])[CH:5]=1)([CH3:32])([CH3:31])[CH3:30]. The catalyst class is: 30. (4) Reactant: CS(O[CH2:6][CH2:7][C:8]1[CH:9]=[N:10][N:11]([C:22]2[CH:27]=[C:26]([C:28]#[N:29])[CH:25]=[CH:24][N:23]=2)[C:12]=1[O:13][CH2:14][C:15]1[CH:20]=[CH:19][C:18]([F:21])=[CH:17][CH:16]=1)(=O)=O.Cl.[CH3:31][NH:32][CH3:33].C([O-])([O-])=O.[K+].[K+]. Product: [CH3:31][N:32]([CH3:33])[CH2:6][CH2:7][C:8]1[CH:9]=[N:10][N:11]([C:22]2[CH:27]=[C:26]([C:28]#[N:29])[CH:25]=[CH:24][N:23]=2)[C:12]=1[O:13][CH2:14][C:15]1[CH:20]=[CH:19][C:18]([F:21])=[CH:17][CH:16]=1. The catalyst class is: 10. (5) Reactant: Cl[C:2]1[N:6]([CH2:7][CH2:8][CH2:9][C:10]([O:12][CH2:13][CH3:14])=[O:11])[C:5]2[C:15]([CH:20]([CH2:23][CH3:24])[CH2:21][CH3:22])=[CH:16][CH:17]=[C:18]([Cl:19])[C:4]=2[N:3]=1.[N-:25]=[N+:26]=[N-:27].[Na+].O. Product: [N:25]([C:2]1[N:6]([CH2:7][CH2:8][CH2:9][C:10]([O:12][CH2:13][CH3:14])=[O:11])[C:5]2[C:15]([CH:20]([CH2:23][CH3:24])[CH2:21][CH3:22])=[CH:16][CH:17]=[C:18]([Cl:19])[C:4]=2[N:3]=1)=[N+:26]=[N-:27]. The catalyst class is: 60.